Dataset: Merck oncology drug combination screen with 23,052 pairs across 39 cell lines. Task: Regression. Given two drug SMILES strings and cell line genomic features, predict the synergy score measuring deviation from expected non-interaction effect. (1) Drug 1: N#Cc1ccc(Cn2cncc2CN2CCN(c3cccc(Cl)c3)C(=O)C2)cc1. Drug 2: CCc1cnn2c(NCc3ccc[n+]([O-])c3)cc(N3CCCCC3CCO)nc12. Cell line: PA1. Synergy scores: synergy=-4.08. (2) Drug 1: O=C(CCCCCCC(=O)Nc1ccccc1)NO. Drug 2: CC(C)CC(NC(=O)C(Cc1ccccc1)NC(=O)c1cnccn1)B(O)O. Cell line: NCIH1650. Synergy scores: synergy=-15.0.